From a dataset of Full USPTO retrosynthesis dataset with 1.9M reactions from patents (1976-2016). Predict the reactants needed to synthesize the given product. (1) Given the product [CH:8]1[C:9]2[C:14](=[CH:13][CH:12]=[CH:11][CH:10]=2)[CH:15]=[CH:16][C:7]=1[C:5]1[N:6]=[C:2]([NH:1][C:17]([C:18]2[CH:26]=[CH:25][CH:24]=[CH:23][C:19]=2[C:20]([OH:22])=[O:21])=[O:27])[S:3][CH:4]=1, predict the reactants needed to synthesize it. The reactants are: [NH2:1][C:2]1[S:3][CH:4]=[C:5]([C:7]2[CH:16]=[CH:15][C:14]3[C:9](=[CH:10][CH:11]=[CH:12][CH:13]=3)[CH:8]=2)[N:6]=1.[C:17]1(=[O:27])[O:22][C:20](=[O:21])[C:19]2=[CH:23][CH:24]=[CH:25][CH:26]=[C:18]12. (2) Given the product [CH2:9]([C:8]1[C:7](=[O:11])[N:6]2[N:12]=[CH:13][C:14]([C:15]#[N:16])=[C:5]2[NH:4][C:3]=1[CH2:2][NH:19][CH3:18])[CH3:10], predict the reactants needed to synthesize it. The reactants are: Br[CH2:2][C:3]1[NH:4][C:5]2[N:6]([N:12]=[CH:13][C:14]=2[C:15]#[N:16])[C:7](=[O:11])[C:8]=1[CH2:9][CH3:10].C[CH2:18][N:19](CC)CC.Cl.CN. (3) Given the product [Cl:1][C:2]1[CH:3]=[C:4]([C:24]2[N:28]=[C:27]([CH2:29][OH:30])[O:26][N:25]=2)[CH:5]=[CH:6][C:7]=1[O:8][C:9]1[CH:10]=[C:11]([CH:12]=[CH:13][CH:14]=1)[C:15]([NH:16][C:17]1[CH:21]=[CH:20][N:19]([CH3:22])[N:18]=1)=[O:23], predict the reactants needed to synthesize it. The reactants are: [Cl:1][C:2]1[CH:3]=[C:4]([C:24]2[N:28]=[C:27]([C:29](OCC)=[O:30])[O:26][N:25]=2)[CH:5]=[CH:6][C:7]=1[O:8][C:9]1[CH:14]=[CH:13][CH:12]=[C:11]([C:15](=[O:23])[NH:16][C:17]2[CH:21]=[CH:20][N:19]([CH3:22])[N:18]=2)[CH:10]=1.C(O)C.[BH4-].[Na+].Cl. (4) Given the product [CH:1]1([CH:7]([NH:19][C:20]2[N:25]=[CH:24][C:23]([C:26]([N:28]([CH3:36])[CH2:29][CH2:30][C:31]([OH:33])=[O:32])=[O:27])=[CH:22][CH:21]=2)[C:8]2[O:9][C:10]3[CH:17]=[CH:16][C:15]([F:18])=[CH:14][C:11]=3[C:12]=2[CH3:13])[CH2:6][CH2:5][CH2:4][CH2:3][CH2:2]1, predict the reactants needed to synthesize it. The reactants are: [CH:1]1([CH:7]([NH:19][C:20]2[N:25]=[CH:24][C:23]([C:26]([N:28]([CH3:36])[CH2:29][CH2:30][C:31]([O:33]CC)=[O:32])=[O:27])=[CH:22][CH:21]=2)[C:8]2[O:9][C:10]3[CH:17]=[CH:16][C:15]([F:18])=[CH:14][C:11]=3[C:12]=2[CH3:13])[CH2:6][CH2:5][CH2:4][CH2:3][CH2:2]1.O1CCCC1.[OH-].[Na+]. (5) Given the product [OH:18][C:2]1[CH:11]=[C:10]2[C:5]([CH:6]=[C:7]([NH:12][C:13]([CH:15]3[CH2:17][CH2:16]3)=[O:14])[N:8]=[CH:9]2)=[CH:4][CH:3]=1, predict the reactants needed to synthesize it. The reactants are: Br[C:2]1[CH:11]=[C:10]2[C:5]([CH:6]=[C:7]([NH:12][C:13]([CH:15]3[CH2:17][CH2:16]3)=[O:14])[N:8]=[CH:9]2)=[CH:4][CH:3]=1.[O:18]1CCOCC1.[OH-].[K+]. (6) Given the product [Br:25][C:26]1[CH:27]=[CH:28][C:29]([F:34])=[C:30]([CH:33]=1)[CH2:31][NH:24][C:20]1[CH:21]=[CH:22][CH:23]=[C:18]([C:7]2[C:6]3[C:11](=[C:2]([Cl:1])[CH:3]=[CH:4][CH:5]=3)[N:10]=[N:9][C:8]=2[C:12]2[CH:13]=[CH:14][CH:15]=[CH:16][CH:17]=2)[CH:19]=1, predict the reactants needed to synthesize it. The reactants are: [Cl:1][C:2]1[CH:3]=[CH:4][CH:5]=[C:6]2[C:11]=1[N:10]=[N:9][C:8]([C:12]1[CH:17]=[CH:16][CH:15]=[CH:14][CH:13]=1)=[C:7]2[C:18]1[CH:19]=[C:20]([NH2:24])[CH:21]=[CH:22][CH:23]=1.[Br:25][C:26]1[CH:27]=[CH:28][C:29]([F:34])=[C:30]([CH:33]=1)[CH:31]=O.